Dataset: Reaction yield outcomes from USPTO patents with 853,638 reactions. Task: Predict the reaction yield, written as a fraction of the theoretical maximum amount of product (1.0 means a 100% yield; for example, 0.34 means a 34% yield). (1) The reactants are [CH3:1][O:2][CH2:3][CH2:4][N:5]1[CH2:10][CH2:9][N:8]2[N:11]=[C:12]([N+:14]([O-])=O)[CH:13]=[C:7]2[CH2:6]1. The catalyst is CO.[Pd]. The product is [CH3:1][O:2][CH2:3][CH2:4][N:5]1[CH2:10][CH2:9][N:8]2[N:11]=[C:12]([NH2:14])[CH:13]=[C:7]2[CH2:6]1. The yield is 0.970. (2) The yield is 0.780. The product is [CH3:19][N:18]1[C:14]([C:4]#[C:3][CH2:2][CH2:1][NH:5][C:6](=[O:12])[O:7][C:8]([CH3:9])([CH3:11])[CH3:10])=[C:15]([N+:20]([O-:22])=[O:21])[CH:16]=[N:17]1. The catalyst is CCN(CC)CC.CCOC(C)=O.[Pd].C1(P(C2C=CC=CC=2)C2C=CC=CC=2)C=CC=CC=1.C1(P(C2C=CC=CC=2)C2C=CC=CC=2)C=CC=CC=1.C1(P(C2C=CC=CC=2)C2C=CC=CC=2)C=CC=CC=1.C1(P(C2C=CC=CC=2)C2C=CC=CC=2)C=CC=CC=1. The reactants are [CH2:1]([NH:5][C:6](=[O:12])[O:7][C:8]([CH3:11])([CH3:10])[CH3:9])[CH2:2][C:3]#[CH:4].Br[C:14]1[N:18]([CH3:19])[N:17]=[CH:16][C:15]=1[N+:20]([O-:22])=[O:21]. (3) The reactants are [OH-].[K+].[OH:3][CH2:4][C:5]([OH:7])=[O:6].Cl[C:9]1[C:18]2[C:13](=[CH:14][C:15]([O:19][CH3:20])=[CH:16][CH:17]=2)[N:12]=[CH:11][CH:10]=1.Cl. The catalyst is CS(C)=O. The product is [CH3:20][O:19][C:15]1[CH:14]=[C:13]2[C:18]([C:9]([O:3][CH2:4][C:5]([OH:7])=[O:6])=[CH:10][CH:11]=[N:12]2)=[CH:17][CH:16]=1. The yield is 0.360. (4) The reactants are [Cl:1][C:2]1[CH:3]=[CH:4][C:5]2[O:9][C:8]([C:10](O)=[O:11])=[C:7]([CH3:13])[C:6]=2[C:14]=1[O:15][CH3:16].B.C1COCC1. The catalyst is C1COCC1. The product is [Cl:1][C:2]1[CH:3]=[CH:4][C:5]2[O:9][C:8]([CH2:10][OH:11])=[C:7]([CH3:13])[C:6]=2[C:14]=1[O:15][CH3:16]. The yield is 0.990. (5) The reactants are C([O:3][C:4](=[O:35])[CH2:5][CH:6]([C:29]1[CH:34]=[CH:33][CH:32]=[CH:31][CH:30]=1)[N:7]1[C:15]2[C:10](=[CH:11][C:12]([O:16][CH2:17][CH2:18][C:19]3[CH:28]=[CH:27][C:26]4[CH2:25][CH2:24][CH2:23][NH:22][C:21]=4[N:20]=3)=[CH:13][CH:14]=2)[CH:9]=[CH:8]1)C.C1COCC1.CO.O.O.[OH-].[Li+].Cl. The catalyst is C(OCC)(=O)C. The product is [C:29]1([CH:6]([N:7]2[C:15]3[C:10](=[CH:11][C:12]([O:16][CH2:17][CH2:18][C:19]4[CH:28]=[CH:27][C:26]5[CH2:25][CH2:24][CH2:23][NH:22][C:21]=5[N:20]=4)=[CH:13][CH:14]=3)[CH:9]=[CH:8]2)[CH2:5][C:4]([OH:35])=[O:3])[CH:34]=[CH:33][CH:32]=[CH:31][CH:30]=1. The yield is 0.660. (6) The reactants are [CH2:1]([O:3][C:4]([CH2:6][CH:7]([C:15]([O:17][C:18]([CH3:21])([CH3:20])[CH3:19])=[O:16])[C:8]([O:10][C:11]([CH3:14])([CH3:13])[CH3:12])=[O:9])=[O:5])[CH3:2].[H-].[Na+].[H][H].I[CH2:27][CH:28]([CH3:30])[CH3:29]. The yield is 0.820. The catalyst is CN(C=O)C. The product is [C:11]([O:10][C:8]([C:7]([CH2:27][CH:28]([CH3:30])[CH3:29])([CH2:6][C:4]([O:3][CH2:1][CH3:2])=[O:5])[C:15]([O:17][C:18]([CH3:20])([CH3:19])[CH3:21])=[O:16])=[O:9])([CH3:12])([CH3:13])[CH3:14]. (7) The reactants are [CH3:1][N:2]1[C:6](/[C:7](=[N:14]\[O:15][CH2:16][C:17]2[N:22]=[C:21]([NH:23][C:24](=O)OC(C)(C)C)[CH:20]=[CH:19][CH:18]=2)/[C:8]2[CH:13]=[CH:12][CH:11]=[CH:10][CH:9]=2)=[N:5][C:4](=[O:31])[O:3]1.[H-].[Na+].BrC[CH2:36][CH:37]1[CH2:42][CH2:41][CH2:40][CH2:39][CH2:38]1.FC(F)(F)C(O)=O. The catalyst is CN(C)C=O. The product is [CH:37]1([CH2:36][CH2:24][NH:23][C:21]2[N:22]=[C:17]([CH2:16][O:15]/[N:14]=[C:7](/[C:8]3[CH:9]=[CH:10][CH:11]=[CH:12][CH:13]=3)\[C:6]3[N:2]([CH3:1])[O:3][C:4](=[O:31])[N:5]=3)[CH:18]=[CH:19][CH:20]=2)[CH2:42][CH2:41][CH2:40][CH2:39][CH2:38]1. The yield is 0.150. (8) The reactants are [N+:1]([O-:4])(O)=[O:2].S(=O)(=O)(O)O.O[C:11]1[CH:16]=[CH:15][CH:14]=[C:13]([CH3:17])[C:12]=1[C:18]([OH:20])=[O:19].[C:21](=[O:24])([O-])[O-].[K+].[K+].S(OC)(O[CH3:31])(=O)=O. The product is [CH3:31][O:20][C:18](=[O:19])[C:12]1[CH:11]=[CH:16][C:15]([N+:1]([O-:4])=[O:2])=[C:14]([O:24][CH3:21])[C:13]=1[CH3:17]. The catalyst is CC(C)=O. The yield is 0.250. (9) The reactants are [C:1]([S:4][CH2:5][CH2:6][CH2:7][C:8]1[CH:13]=[CH:12][C:11]([CH:14]2OCC(C)(C)C[O:15]2)=[CH:10][CH:9]=1)(=[O:3])[CH3:2].C(O)(C(F)(F)F)=O.O.C([O-])(O)=O.[Na+]. The catalyst is C(Cl)Cl. The product is [C:1]([S:4][CH2:5][CH2:6][CH2:7][C:8]1[CH:9]=[CH:10][C:11]([CH:14]=[O:15])=[CH:12][CH:13]=1)(=[O:3])[CH3:2]. The yield is 0.740.